This data is from Peptide-MHC class I binding affinity with 185,985 pairs from IEDB/IMGT. The task is: Regression. Given a peptide amino acid sequence and an MHC pseudo amino acid sequence, predict their binding affinity value. This is MHC class I binding data. (1) The peptide sequence is LVFTRAICK. The MHC is HLA-A03:01 with pseudo-sequence HLA-A03:01. The binding affinity (normalized) is 0.637. (2) The peptide sequence is GLYLYRFHV. The MHC is HLA-A24:03 with pseudo-sequence HLA-A24:03. The binding affinity (normalized) is 0.0847. (3) The peptide sequence is MIKKSEIYVAW. The MHC is Mamu-B52 with pseudo-sequence Mamu-B52. The binding affinity (normalized) is 0.673. (4) The binding affinity (normalized) is 0.213. The MHC is HLA-B83:01 with pseudo-sequence HLA-B83:01. The peptide sequence is FRDRGQHVL. (5) The peptide sequence is TGIAIIAYI. The MHC is HLA-A11:01 with pseudo-sequence HLA-A11:01. The binding affinity (normalized) is 0.213. (6) The peptide sequence is RVIDPYWFH. The MHC is HLA-B39:01 with pseudo-sequence HLA-B39:01. The binding affinity (normalized) is 0.0847.